From a dataset of Full USPTO retrosynthesis dataset with 1.9M reactions from patents (1976-2016). Predict the reactants needed to synthesize the given product. (1) Given the product [OH:8][C:9]1[CH:24]=[CH:23][CH:22]=[CH:21][C:10]=1[CH2:11][C:12]1[CH:20]=[CH:19][C:15]([C:16]([NH2:18])=[O:17])=[CH:14][CH:13]=1, predict the reactants needed to synthesize it. The reactants are: C([O:8][C:9]1[CH:24]=[CH:23][CH:22]=[CH:21][C:10]=1[CH2:11][C:12]1[CH:20]=[CH:19][C:15]([C:16]([NH2:18])=[O:17])=[CH:14][CH:13]=1)C1C=CC=CC=1. (2) Given the product [C:46]([O:45][C:43](=[O:44])[CH2:42][N:41]([CH2:50][C:51](=[O:52])[O:53][C:54]([CH3:57])([CH3:56])[CH3:55])[C:14](=[O:16])[CH2:13][CH2:12][CH2:11][CH2:10][C:9]([O:8][CH2:1][C:2]1[CH:3]=[CH:4][CH:5]=[CH:6][CH:7]=1)=[O:17])([CH3:49])([CH3:47])[CH3:48], predict the reactants needed to synthesize it. The reactants are: [CH2:1]([O:8][C:9](=[O:17])[CH2:10][CH2:11][CH2:12][CH2:13][C:14]([OH:16])=O)[C:2]1[CH:7]=[CH:6][CH:5]=[CH:4][CH:3]=1.CCN(C(C)C)C(C)C.C1C=CC2N(O)N=NC=2C=1.C(Cl)CCl.[NH:41]([CH2:50][C:51]([O:53][C:54]([CH3:57])([CH3:56])[CH3:55])=[O:52])[CH2:42][C:43]([O:45][C:46]([CH3:49])([CH3:48])[CH3:47])=[O:44]. (3) Given the product [CH3:17][C:18]1[CH:35]=[CH:34][C:21]([CH2:22][O:23][C:24]([N:14]2[CH2:15][CH2:16][CH:11]([CH2:10][NH:9][C:4]3[C:3]([O:2][CH3:1])=[N:8][CH:7]=[CH:6][N:5]=3)[CH2:12][CH2:13]2)=[O:25])=[CH:20][CH:19]=1, predict the reactants needed to synthesize it. The reactants are: [CH3:1][O:2][C:3]1[C:4]([NH:9][CH2:10][CH:11]2[CH2:16][CH2:15][NH:14][CH2:13][CH2:12]2)=[N:5][CH:6]=[CH:7][N:8]=1.[CH3:17][C:18]1[CH:35]=[CH:34][C:21]([CH2:22][O:23][C:24](=O)[O:25]N2C(=O)CCC2=O)=[CH:20][CH:19]=1. (4) Given the product [CH:39]1([NH:36][C:5]([N:22]2[CH2:23][CH2:24][C:25]3[C:30](=[CH:29][CH:28]=[CH:27][CH:26]=3)[C@H:21]2[C:18]2[CH:17]=[CH:16][C:15]([C:14]([F:13])([F:31])[F:32])=[CH:20][CH:19]=2)=[O:11])[CH2:41][CH2:40]1, predict the reactants needed to synthesize it. The reactants are: ClC(Cl)(O[C:5](=[O:11])OC(Cl)(Cl)Cl)Cl.[F:13][C:14]([F:32])([F:31])[C:15]1[CH:20]=[CH:19][C:18]([C@@H:21]2[C:30]3[C:25](=[CH:26][CH:27]=[CH:28][CH:29]=3)[CH2:24][CH2:23][NH:22]2)=[CH:17][CH:16]=1.C([N:36]([CH:39]([CH3:41])[CH3:40])CC)(C)C.C1(N)CC1. (5) Given the product [O:10]1[C:11]2[CH:16]=[CH:15][CH:14]=[CH:13][C:12]=2[C:8]([N:2]2[CH2:7][CH2:6][N:5]([CH2:18][CH2:19][C:20]3[CH:21]=[C:22]4[C:27](=[CH:28][CH:29]=3)[NH:26][C:25](=[O:30])[C:24]([CH3:31])([CH3:32])[CH:23]4[CH3:33])[CH2:4][CH2:3]2)=[N:9]1, predict the reactants needed to synthesize it. The reactants are: Cl.[N:2]1([C:8]2[C:12]3[CH:13]=[CH:14][CH:15]=[CH:16][C:11]=3[O:10][N:9]=2)[CH2:7][CH2:6][NH:5][CH2:4][CH2:3]1.Cl[CH2:18][CH2:19][C:20]1[CH:21]=[C:22]2[C:27](=[CH:28][CH:29]=1)[NH:26][C:25](=[O:30])[C:24]([CH3:32])([CH3:31])[CH:23]2[CH3:33].